This data is from Forward reaction prediction with 1.9M reactions from USPTO patents (1976-2016). The task is: Predict the product of the given reaction. (1) Given the reactants [CH2:1]([C:3]1[N:13]([CH2:14][C:15]2[CH:20]=[CH:19][C:18]([CH2:21][CH2:22][CH2:23]O)=[CH:17][CH:16]=2)[C:6]2=[N:7][C:8]([CH3:12])=[CH:9][C:10]([CH3:11])=[C:5]2[N:4]=1)[CH3:2].[CH3:25][N:26]1[CH2:31][CH2:30][NH:29][CH2:28][CH2:27]1.[I-].C(C[P+](C)(C)C)#N.C(N(C(C)C)CC)(C)C.[ClH:49], predict the reaction product. The product is: [ClH:49].[ClH:49].[CH2:1]([C:3]1[N:13]([CH2:14][C:15]2[CH:20]=[CH:19][C:18]([CH2:21][CH2:22][CH2:23][N:29]3[CH2:30][CH2:31][N:26]([CH3:25])[CH2:27][CH2:28]3)=[CH:17][CH:16]=2)[C:6]2=[N:7][C:8]([CH3:12])=[CH:9][C:10]([CH3:11])=[C:5]2[N:4]=1)[CH3:2]. (2) Given the reactants [F:1][C:2]1([F:35])[CH2:3][CH2:4][N:5]([C:18](=[O:34])[C:19]2[CH:24]=[CH:23][C:22]([O:25][CH2:26][C@H:27]([F:29])[CH3:28])=[CH:21][C:20]=2[C:30]([F:33])([F:32])[F:31])[C:6]2[CH:16]=[CH:15][C:14]([F:17])=[CH:13][C:7]=2/[C:8]/1=[CH:9]/[C:10](O)=[O:11].S(Cl)(Cl)=O.FC1(F)CCN(C(=O)C2C=CC(OC[C@H](F)C)=CC=2C(F)(F)F)C2C=CC(F)=CC=2/C/1=C/C(Cl)=O.[NH2:75][CH2:76][CH2:77][OH:78].C(OC(C)C)(=O)C, predict the reaction product. The product is: [OH:78][CH2:77][CH2:76][NH:75][C:10](=[O:11])/[CH:9]=[C:8]1\[C:2]([F:35])([F:1])[CH2:3][CH2:4][N:5]([C:18](=[O:34])[C:19]2[CH:24]=[CH:23][C:22]([O:25][CH2:26][C@H:27]([F:29])[CH3:28])=[CH:21][C:20]=2[C:30]([F:31])([F:32])[F:33])[C:6]2[CH:16]=[CH:15][C:14]([F:17])=[CH:13][C:7]\1=2. (3) Given the reactants [CH:1]1([CH:7]2[CH2:12][C:11]([C:13]3[CH:18]=[CH:17][CH:16]=[CH:15][CH:14]=3)=[CH:10][CH2:9][N:8]2C(OCC2C=CC=CC=2)=O)[CH2:6][CH2:5][CH2:4][CH2:3][CH2:2]1, predict the reaction product. The product is: [CH:1]1([CH:7]2[CH2:12][CH:11]([C:13]3[CH:18]=[CH:17][CH:16]=[CH:15][CH:14]=3)[CH2:10][CH2:9][NH:8]2)[CH2:2][CH2:3][CH2:4][CH2:5][CH2:6]1. (4) Given the reactants [Cl:1][S:2]([OH:5])(=O)=[O:3].[CH3:6][O:7][C:8]1[CH:25]=[CH:24][C:11]([O:12][C:13]2[C:18]([Cl:19])=[CH:17][C:16]([N+:20]([O-:22])=[O:21])=[CH:15][C:14]=2[Cl:23])=[CH:10][CH:9]=1, predict the reaction product. The product is: [Cl:19][C:18]1[CH:17]=[C:16]([N+:20]([O-:22])=[O:21])[CH:15]=[C:14]([Cl:23])[C:13]=1[O:12][C:11]1[CH:24]=[CH:25][C:8]([O:7][CH3:6])=[C:9]([S:2]([Cl:1])(=[O:5])=[O:3])[CH:10]=1. (5) Given the reactants [F:1][C:2]1[CH:7]=[C:6]([N+:8]([O-])=O)[CH:5]=[CH:4][C:3]=1/[CH:11]=[C:12](\[CH3:18])/[C:13]([O:15][CH2:16][CH3:17])=[O:14].[Cl-].[NH4+], predict the reaction product. The product is: [F:1][C:2]1[CH:7]=[C:6]([NH2:8])[CH:5]=[CH:4][C:3]=1/[CH:11]=[C:12](\[CH3:18])/[C:13]([O:15][CH2:16][CH3:17])=[O:14]. (6) Given the reactants C(OC([N:8]1[C@@H:12](/[CH:13]=[C:14](/[C:17]2[CH:22]=[CH:21][C:20]([Cl:23])=[CH:19][CH:18]=2)\[CH2:15][CH3:16])[CH2:11][O:10]C1(C)C)=O)(C)(C)C.Cl.[OH-].[Na+], predict the reaction product. The product is: [NH2:8][C@@H:12](/[CH:13]=[C:14](/[C:17]1[CH:18]=[CH:19][C:20]([Cl:23])=[CH:21][CH:22]=1)\[CH2:15][CH3:16])[CH2:11][OH:10].